This data is from Catalyst prediction with 721,799 reactions and 888 catalyst types from USPTO. The task is: Predict which catalyst facilitates the given reaction. (1) Reactant: [CH3:1][C:2]1[N:3]=[N:4][N:5]([CH3:35])[C:6]=1[C:7]1[CH:19]=[N:18][C:17]2[C:16]3[CH:15]=[CH:14][C:13]([CH:20]=O)=[CH:12][C:11]=3[N:10]([C@@H:22]([CH:29]3[CH2:34][CH2:33][O:32][CH2:31][CH2:30]3)[C:23]3[CH:28]=[CH:27][CH:26]=[CH:25][CH:24]=3)[C:9]=2[CH:8]=1.[CH3:36][NH:37][CH3:38].C(O[BH-](OC(=O)C)OC(=O)C)(=O)C.[Na+]. Product: [CH3:1][C:2]1[N:3]=[N:4][N:5]([CH3:35])[C:6]=1[C:7]1[CH:19]=[N:18][C:17]2[C:16]3[CH:15]=[CH:14][C:13]([CH2:20][N:37]([CH3:38])[CH3:36])=[CH:12][C:11]=3[N:10]([C@@H:22]([CH:29]3[CH2:30][CH2:31][O:32][CH2:33][CH2:34]3)[C:23]3[CH:28]=[CH:27][CH:26]=[CH:25][CH:24]=3)[C:9]=2[CH:8]=1. The catalyst class is: 2. (2) Reactant: [C:1]([C:3]1[C:4]([NH:26][C:27]2[C:28]([CH3:36])=[C:29]3[C:33](=[CH:34][CH:35]=2)[NH:32][CH:31]=[CH:30]3)=[C:5]2[C:11]([CH3:12])=[C:10]([C:13]3[CH2:18][CH2:17][N:16](C(OC(C)(C)C)=O)[CH2:15][CH:14]=3)[S:9][C:6]2=[N:7][CH:8]=1)#[N:2].[ClH:37]. Product: [CH3:12][C:11]1[C:5]2[C:6](=[N:7][CH:8]=[C:3]([C:1]#[N:2])[C:4]=2[NH:26][C:27]2[C:28]([CH3:36])=[C:29]3[C:33](=[CH:34][CH:35]=2)[NH:32][CH:31]=[CH:30]3)[S:9][C:10]=1[C:13]1[CH2:18][CH2:17][NH:16][CH2:15][CH:14]=1.[ClH:37]. The catalyst class is: 12. (3) Reactant: [Cl:1][C:2]1[C:3]([F:25])=[CH:4][C:5]([N+:22]([O-])=O)=[C:6]([NH:8][CH:9]2[CH2:14][CH2:13][N:12]([C:15]([O:17][C:18]([CH3:21])([CH3:20])[CH3:19])=[O:16])[CH2:11][CH2:10]2)[CH:7]=1.O.NN. Product: [NH2:22][C:5]1[CH:4]=[C:3]([F:25])[C:2]([Cl:1])=[CH:7][C:6]=1[NH:8][CH:9]1[CH2:14][CH2:13][N:12]([C:15]([O:17][C:18]([CH3:21])([CH3:20])[CH3:19])=[O:16])[CH2:11][CH2:10]1. The catalyst class is: 171. (4) Reactant: [Br:1][C:2]1[CH:7]=[CH:6][C:5]([N:8]2[C:12]([C:13]([O:15][CH2:16][CH3:17])=[O:14])=[CH:11][CH:10]=[N:9]2)=[CH:4][CH:3]=1.[I:18]Cl. Product: [CH2:16]([O:15][C:13]([C:12]1[N:8]([C:5]2[CH:4]=[CH:3][C:2]([Br:1])=[CH:7][CH:6]=2)[N:9]=[CH:10][C:11]=1[I:18])=[O:14])[CH3:17]. The catalyst class is: 125. (5) Reactant: [NH2:1][C:2]1[CH:10]=[CH:9][CH:8]=[C:7]([Br:11])[C:3]=1[C:4](O)=[O:5].[O-:12][C:13]#[N:14].[Na+].[OH-].[Na+].Cl. Product: [Br:11][C:7]1[CH:8]=[CH:9][CH:10]=[C:2]2[C:3]=1[C:4](=[O:5])[NH:14][C:13](=[O:12])[NH:1]2. The catalyst class is: 211. (6) Reactant: [Br:1][C:2]1[C:3](=[O:28])[N:4]([CH2:13][CH2:14][C:15]2[CH:27]=[CH:26][C:18]([C:19]([O:21][C:22]([CH3:25])([CH3:24])[CH3:23])=[O:20])=[CH:17][CH:16]=2)[C:5]([CH2:11]Br)=[C:6]([CH:8]2[CH2:10][CH2:9]2)[CH:7]=1.C(N(C(C)C)C(C)C)C.Cl.[CH2:39]([C@H:43]1[CH2:47][CH2:46][CH2:45][NH:44]1)[CH:40]([CH3:42])[CH3:41].O. Product: [Br:1][C:2]1[C:3](=[O:28])[N:4]([CH2:13][CH2:14][C:15]2[CH:27]=[CH:26][C:18]([C:19]([O:21][C:22]([CH3:24])([CH3:23])[CH3:25])=[O:20])=[CH:17][CH:16]=2)[C:5]([CH2:11][N:44]2[CH2:45][CH2:46][CH2:47][C@@H:43]2[CH2:39][CH:40]([CH3:42])[CH3:41])=[C:6]([CH:8]2[CH2:10][CH2:9]2)[CH:7]=1. The catalyst class is: 39.